This data is from Catalyst prediction with 721,799 reactions and 888 catalyst types from USPTO. The task is: Predict which catalyst facilitates the given reaction. (1) Reactant: [C:1]([NH:6][C:7]1[CH:15]=[CH:14][C:13]([Cl:16])=[CH:12][C:8]=1[C:9]([NH2:11])=[O:10])(=O)[CH2:2][CH2:3][CH3:4].[OH-].[Na+].Cl. Product: [Cl:16][C:13]1[CH:12]=[C:8]2[C:7](=[CH:15][CH:14]=1)[N:6]=[C:1]([CH2:2][CH2:3][CH3:4])[N:11]=[C:9]2[OH:10]. The catalyst class is: 8. (2) Reactant: [Na].C(O)(=[S:4])C.Br[CH2:7][CH2:8][CH2:9][CH2:10][CH2:11][CH2:12][CH2:13][CH2:14][CH2:15][CH2:16][CH2:17][CH2:18][CH2:19][CH2:20][CH2:21][CH2:22][OH:23].[OH-].[Na+].Cl. Product: [SH:4][CH2:7][CH2:8][CH2:9][CH2:10][CH2:11][CH2:12][CH2:13][CH2:14][CH2:15][CH2:16][CH2:17][CH2:18][CH2:19][CH2:20][CH2:21][CH2:22][OH:23]. The catalyst class is: 5. (3) Product: [F:16][C:14]1[CH:13]=[C:7]([CH:6]=[C:5]([B:20]2[O:21][C:22]([CH3:24])([CH3:23])[C:18]([CH3:34])([CH3:17])[O:19]2)[CH:15]=1)[C:8]([O:10][CH2:11][CH3:12])=[O:9]. Reactant: ClCCl.Br[C:5]1[CH:6]=[C:7]([CH:13]=[C:14]([F:16])[CH:15]=1)[C:8]([O:10][CH2:11][CH3:12])=[O:9].[CH3:17][C:18]1([CH3:34])[C:22]([CH3:24])([CH3:23])[O:21][B:20]([B:20]2[O:21][C:22]([CH3:24])([CH3:23])[C:18]([CH3:34])([CH3:17])[O:19]2)[O:19]1.C([O-])(=O)C.[K+]. The catalyst class is: 148.